From a dataset of Forward reaction prediction with 1.9M reactions from USPTO patents (1976-2016). Predict the product of the given reaction. (1) The product is: [CH3:31][C:25]([C:32]1[CH:33]=[CH:34][C:35]([C:38]2[CH:43]=[CH:42][C:41]([O:44][CH2:45][CH2:46][CH:47]3[CH2:50][O:49][CH2:48]3)=[CH:40][CH:39]=2)=[CH:36][CH:37]=1)([CH3:24])[C:26]([OH:28])=[O:27]. Given the reactants CC(C1C=CC(B2OC(C)(C)C(C)(C)O2)=CC=1)(C)C(OCC)=O.[CH3:24][C:25]([C:32]1[CH:37]=[CH:36][C:35]([C:38]2[CH:43]=[CH:42][C:41]([O:44][CH2:45][CH2:46][CH:47]3[CH2:50][O:49][CH2:48]3)=[CH:40][CH:39]=2)=[CH:34][CH:33]=1)([CH3:31])[C:26]([O:28]CC)=[O:27].O.[OH-].[Li+], predict the reaction product. (2) Given the reactants C(OC([NH:8][CH2:9][C:10]1[C:14]2[CH2:15][CH2:16][CH2:17][C:13]=2[N:12]([C:18]2[CH:38]=[CH:37][C:21]([C:22]([NH:24][C@H:25]([C:27]3[NH:31][C:30]4[CH:32]=[CH:33][C:34]([Cl:36])=[CH:35][C:29]=4[N:28]=3)[CH3:26])=[O:23])=[CH:20][C:19]=2[C:39]([F:42])([F:41])[F:40])[N:11]=1)=O)(C)(C)C.FC(F)(F)C(O)=O.ClCl, predict the reaction product. The product is: [NH2:8][CH2:9][C:10]1[C:14]2[CH2:15][CH2:16][CH2:17][C:13]=2[N:12]([C:18]2[CH:38]=[CH:37][C:21]([C:22]([NH:24][C@H:25]([C:27]3[NH:31][C:30]4[CH:32]=[CH:33][C:34]([Cl:36])=[CH:35][C:29]=4[N:28]=3)[CH3:26])=[O:23])=[CH:20][C:19]=2[C:39]([F:42])([F:41])[F:40])[N:11]=1. (3) Given the reactants [NH2:1][C:2]1[C:10]2[C:9]([C:11]3[CH:16]=[C:15]([O:17][CH3:18])[CH:14]=[CH:13][N:12]=3)=[N:8][C:7](S(C)=O)=[N:6][C:5]=2[S:4][C:3]=1[C:22]([NH2:24])=[O:23].[NH2:25][C:26]([CH3:30])([CH3:29])[CH2:27][OH:28], predict the reaction product. The product is: [NH2:1][C:2]1[C:10]2[C:9]([C:11]3[CH:16]=[C:15]([O:17][CH3:18])[CH:14]=[CH:13][N:12]=3)=[N:8][C:7]([NH:25][C:26]([CH3:30])([CH3:29])[CH2:27][OH:28])=[N:6][C:5]=2[S:4][C:3]=1[C:22]([NH2:24])=[O:23]. (4) Given the reactants [OH:1][C:2]1[C:3](=[O:9])[CH:4]=[CH:5][CH:6]=[CH:7][CH:8]=1.[N+:10]([C:13]1[CH:18]=[C:17]([N+:19]([O-:21])=[O:20])[CH:16]=[CH:15][C:14]=1[S:22](Cl)(=[O:24])=[O:23])([O-:12])=[O:11], predict the reaction product. The product is: [N+:10]([C:13]1[CH:18]=[C:17]([N+:19]([O-:21])=[O:20])[CH:16]=[CH:15][C:14]=1[S:22]([O:9][C:3]1[C:2](=[O:1])[CH:8]=[CH:7][CH:6]=[CH:5][CH:4]=1)(=[O:24])=[O:23])([O-:12])=[O:11].